Predict which catalyst facilitates the given reaction. From a dataset of Catalyst prediction with 721,799 reactions and 888 catalyst types from USPTO. (1) Reactant: [C:1]([C:4]1[N:8]2[CH2:9][CH2:10][N:11]([C:13]([O:15][C:16]([CH3:19])([CH3:18])[CH3:17])=[O:14])[CH2:12][C:7]2=[N:6][C:5]=1[C:20]([O:22][CH2:23][CH3:24])=[O:21])(=[O:3])[CH3:2].[BH4-].[Na+]. Product: [C:16]([O:15][C:13]([N:11]1[CH2:10][CH2:9][N:8]2[C:4]([CH:1]([OH:3])[CH3:2])=[C:5]([C:20]([O:22][CH2:23][CH3:24])=[O:21])[N:6]=[C:7]2[CH2:12]1)=[O:14])([CH3:18])([CH3:17])[CH3:19]. The catalyst class is: 5. (2) Reactant: [CH3:1][C:2]1[C:6]([CH2:7][OH:8])=[C:5]([CH3:9])[O:4][N:3]=1. Product: [CH3:1][C:2]1[C:6]([CH:7]=[O:8])=[C:5]([CH3:9])[O:4][N:3]=1. The catalyst class is: 327. (3) Reactant: [Br:1][C:2]1[CH:3]=[CH:4][C:5]([C:8]([NH2:10])=[O:9])=[N:6][CH:7]=1.[OH:11][CH:12](O)[C:13]([C:15]1[C:24]2[C:19](=[CH:20][CH:21]=[CH:22][CH:23]=2)[CH:18]=[CH:17][CH:16]=1)=[O:14]. Product: [Br:1][C:2]1[CH:3]=[CH:4][C:5]([C:8]([NH:10][CH:12]([OH:11])[C:13]([C:15]2[C:24]3[C:19](=[CH:20][CH:21]=[CH:22][CH:23]=3)[CH:18]=[CH:17][CH:16]=2)=[O:14])=[O:9])=[N:6][CH:7]=1. The catalyst class is: 12. (4) Reactant: [Cl:1][C:2]1[N:7]=[C:6](Cl)[CH:5]=[C:4]([CH2:9][CH2:10][CH3:11])[N:3]=1.[CH3:12][O:13][CH2:14][C@@H:15]1[CH2:19][CH2:18][CH2:17][NH:16]1. Product: [Cl:1][C:2]1[N:7]=[C:6]([N:16]2[CH2:17][CH2:18][CH2:19][C@H:15]2[CH2:14][O:13][CH3:12])[CH:5]=[C:4]([CH2:9][CH2:10][CH3:11])[N:3]=1. The catalyst class is: 7. (5) Reactant: [Cl:1][C:2]1[CH:3]=[CH:4][C:5]2[N:9]=[C:8]([CH:10]([NH:19][C:20](=[O:35])[C:21]3[CH:26]=[CH:25][C:24]([C:27]([N:29]4[CH2:33][CH2:32][CH2:31][CH2:30]4)=[O:28])=[C:23]([CH3:34])[CH:22]=3)[CH2:11][C:12]3[CH:17]=[CH:16][C:15]([OH:18])=[CH:14][CH:13]=3)[N:7]([CH2:36][C:37]([O:39]C)=[O:38])[C:6]=2[CH:41]=1.[OH-].[Na+].ClCCl.C(O)C.N.ClCl. Product: [Cl:1][C:2]1[CH:3]=[CH:4][C:5]2[N:9]=[C:8]([CH:10]([NH:19][C:20](=[O:35])[C:21]3[CH:26]=[CH:25][C:24]([C:27]([N:29]4[CH2:33][CH2:32][CH2:31][CH2:30]4)=[O:28])=[C:23]([CH3:34])[CH:22]=3)[CH2:11][C:12]3[CH:17]=[CH:16][C:15]([OH:18])=[CH:14][CH:13]=3)[N:7]([CH2:36][C:37]([OH:39])=[O:38])[C:6]=2[CH:41]=1. The catalyst class is: 5. (6) Reactant: [Cl:1][C:2]1[CH:18]=[CH:17][C:5]([CH2:6][CH:7]2[CH2:12][CH:11]([C:13]([O:15][CH3:16])=[O:14])[CH2:10][CH2:9][NH:8]2)=[CH:4][CH:3]=1.CCN(C(C)C)C(C)C.Cl[C:29]([O:31][CH3:32])=[O:30]. Product: [Cl:1][C:2]1[CH:3]=[CH:4][C:5]([CH2:6][CH:7]2[CH2:12][CH:11]([C:13]([O:15][CH3:16])=[O:14])[CH2:10][CH2:9][N:8]2[C:29]([O:31][CH3:32])=[O:30])=[CH:17][CH:18]=1. The catalyst class is: 2.